The task is: Predict the reaction yield, written as a fraction of the theoretical maximum amount of product (1.0 means a 100% yield; for example, 0.34 means a 34% yield).. This data is from Reaction yield outcomes from USPTO patents with 853,638 reactions. (1) The reactants are [C:1]([O:5][C:6](=[O:56])[N:7]([C@H:19]([CH2:54][OH:55])[C@@H:20]([O:46][CH2:47][C:48]1[CH:53]=[CH:52][CH:51]=[CH:50][CH:49]=1)[C@@H:21]([N:31]([CH2:39][C:40]1[CH:45]=[CH:44][CH:43]=[CH:42][CH:41]=1)[CH2:32][C:33]1[CH:38]=[CH:37][CH:36]=[CH:35][CH:34]=1)[CH2:22][C:23]1[CH:28]=[C:27]([F:29])[CH:26]=[C:25]([F:30])[CH:24]=1)[CH2:8][C@@H:9](O)[CH2:10][O:11][CH:12]1[CH2:17][CH2:16][CH2:15][CH2:14][CH2:13]1)([CH3:4])([CH3:3])[CH3:2].C(P(CCCC)CCCC)CCC. The catalyst is C1C=CC=CC=1. The product is [C:1]([O:5][C:6]([N:7]1[C@@H:19]([C@@H:20]([O:46][CH2:47][C:48]2[CH:49]=[CH:50][CH:51]=[CH:52][CH:53]=2)[C@@H:21]([N:31]([CH2:39][C:40]2[CH:41]=[CH:42][CH:43]=[CH:44][CH:45]=2)[CH2:32][C:33]2[CH:38]=[CH:37][CH:36]=[CH:35][CH:34]=2)[CH2:22][C:23]2[CH:24]=[C:25]([F:30])[CH:26]=[C:27]([F:29])[CH:28]=2)[CH2:54][O:55][C@@H:9]([CH2:10][O:11][CH:12]2[CH2:13][CH2:14][CH2:15][CH2:16][CH2:17]2)[CH2:8]1)=[O:56])([CH3:3])([CH3:2])[CH3:4]. The yield is 0.847. (2) The reactants are [I:1][C:2]1[C:3]([C:16](OC)=[O:17])=[N:4][N:5]([CH2:7][C:8]2[CH:13]=[CH:12][C:11]([O:14][CH3:15])=[CH:10][CH:9]=2)[CH:6]=1.CC(C[AlH]CC(C)C)C.CO.C([O-])([O-])=O.[K+].[K+]. The catalyst is C(Cl)Cl. The product is [I:1][C:2]1[C:3]([CH:16]=[O:17])=[N:4][N:5]([CH2:7][C:8]2[CH:9]=[CH:10][C:11]([O:14][CH3:15])=[CH:12][CH:13]=2)[CH:6]=1. The yield is 0.930. (3) The reactants are [N+:1]([C:4]1[CH:5]=[C:6]([CH:16]=[CH:17][CH:18]=1)[C:7]([NH:9][C:10]1[CH:15]=[CH:14][N:13]=[CH:12][CH:11]=1)=[O:8])([O-])=O. The catalyst is CCO.[Pd]. The product is [NH2:1][C:4]1[CH:5]=[C:6]([CH:16]=[CH:17][CH:18]=1)[C:7]([NH:9][C:10]1[CH:15]=[CH:14][N:13]=[CH:12][CH:11]=1)=[O:8]. The yield is 0.750. (4) The reactants are [CH3:1][C:2]1[NH:6][C:5]2[C:7]([C:17]([O:19][CH3:20])=[O:18])=[CH:8][C:9]([N:11]3[CH2:16][CH2:15][O:14][CH2:13][CH2:12]3)=[CH:10][C:4]=2[N:3]=1.Br[CH2:22][C:23]1[C:32]2[C:27](=[CH:28][CH:29]=[CH:30][CH:31]=2)[CH:26]=[CH:25][CH:24]=1.C([O-])([O-])=O.[K+].[K+]. The catalyst is O. The product is [CH3:1][C:2]1[N:3]([CH2:22][C:23]2[C:32]3[C:27](=[CH:28][CH:29]=[CH:30][CH:31]=3)[CH:26]=[CH:25][CH:24]=2)[C:4]2[CH:10]=[C:9]([N:11]3[CH2:12][CH2:13][O:14][CH2:15][CH2:16]3)[CH:8]=[C:7]([C:17]([O:19][CH3:20])=[O:18])[C:5]=2[N:6]=1. The yield is 0.740. (5) The reactants are [C:1]([CH2:4][O:5][C:6]1[CH:22]=[C:21]([C:23]#[N:24])[CH:20]=[CH:19][C:7]=1[O:8][C:9]1[CH:10]=[CH:11][C:12]2[B:16]([OH:17])[O:15][CH2:14][C:13]=2[CH:18]=1)(O)=[O:2].CCN=C=NCCCN(C)C.C1C=CC2N(O)N=NC=2C=1.[CH2:46]([NH:48][CH2:49][CH3:50])[CH3:47]. The catalyst is CN(C)C1C=CN=CC=1.CN(C=O)C.O. The product is [C:23]([C:21]1[CH:20]=[CH:19][C:7]([O:8][C:9]2[CH:10]=[CH:11][C:12]3[B:16]([OH:17])[O:15][CH2:14][C:13]=3[CH:18]=2)=[C:6]([CH:22]=1)[O:5][CH2:4][C:1]([N:48]([CH2:49][CH3:50])[CH2:46][CH3:47])=[O:2])#[N:24]. The yield is 0.570.